This data is from Forward reaction prediction with 1.9M reactions from USPTO patents (1976-2016). The task is: Predict the product of the given reaction. (1) Given the reactants [NH2:1][C:2]1[CH:3]=[C:4]([CH:8]([NH:15][C:16](=[O:26])[CH:17]([C:20]2[CH:25]=[CH:24][CH:23]=[CH:22][CH:21]=2)[CH2:18][CH3:19])[CH2:9][C:10]([O:12][CH2:13][CH3:14])=[O:11])[CH:5]=[CH:6][CH:7]=1.[N+:27]([C:30]1[CH:31]=[C:32]([S:36](Cl)(=[O:38])=[O:37])[CH:33]=[CH:34][CH:35]=1)([O-:29])=[O:28], predict the reaction product. The product is: [N+:27]([C:30]1[CH:31]=[C:32]([S:36]([NH:1][C:2]2[CH:3]=[C:4]([CH:8]([NH:15][C:16](=[O:26])[CH:17]([C:20]3[CH:25]=[CH:24][CH:23]=[CH:22][CH:21]=3)[CH2:18][CH3:19])[CH2:9][C:10]([O:12][CH2:13][CH3:14])=[O:11])[CH:5]=[CH:6][CH:7]=2)(=[O:38])=[O:37])[CH:33]=[CH:34][CH:35]=1)([O-:29])=[O:28]. (2) The product is: [F:1][C:2]1[CH:3]=[C:4]([CH:5]=[O:6])[CH:7]=[C:8]([O:11][CH3:12])[C:9]=1[O:10][CH2:20][C:21]([O:23][CH2:24][CH3:25])=[O:22]. Given the reactants [F:1][C:2]1[CH:3]=[C:4]([CH:7]=[C:8]([O:11][CH3:12])[C:9]=1[OH:10])[CH:5]=[O:6].C(=O)([O-])[O-].[Cs+].[Cs+].Br[CH2:20][C:21]([O:23][CH2:24][CH3:25])=[O:22], predict the reaction product. (3) The product is: [CH2:1]([N:8]1[CH:12]=[CH:11][O:10][C:9]1=[O:14])[C:2]1[CH:3]=[CH:4][CH:5]=[CH:6][CH:7]=1. Given the reactants [CH2:1]([N:8]1[CH:12](O)[CH2:11][O:10][C:9]1=[O:14])[C:2]1[CH:7]=[CH:6][CH:5]=[CH:4][CH:3]=1.CS(Cl)(=O)=O, predict the reaction product. (4) Given the reactants [CH:1]1([O:6][C:7]2[CH:8]=[C:9]([C:15]([C:17]3[CH:22]=[CH:21][CH:20]=[CH:19][CH:18]=3)=O)[CH:10]=[CH:11][C:12]=2[O:13][CH3:14])[CH2:5][CH2:4][CH2:3][CH2:2]1.C(OP([CH2:31][C:32]#[N:33])(=O)OCC)C.C[Si]([N-][Si](C)(C)C)(C)C.[Li+].COC1C=C(C(C2C=CC=C(OC)C=2)=CC#N)C=C(OC)C=1, predict the reaction product. The product is: [CH:1]1([O:6][C:7]2[CH:8]=[C:9]([C:15]([C:17]3[CH:22]=[CH:21][CH:20]=[CH:19][CH:18]=3)=[CH:31][C:32]#[N:33])[CH:10]=[CH:11][C:12]=2[O:13][CH3:14])[CH2:5][CH2:4][CH2:3][CH2:2]1. (5) Given the reactants COC([C:5]1[C:9](=[O:10])[O:8][CH2:7][C:6]=1O)=O.[Cl:12][C:13]1[N:18]=[CH:17][C:16]([CH2:19][NH:20][CH3:21])=[CH:15][CH:14]=1.S([O-])(O)(=O)=O.[K+].O, predict the reaction product. The product is: [Cl:12][C:13]1[N:18]=[CH:17][C:16]([CH2:19][N:20]([CH3:21])[C:6]2[CH2:7][O:8][C:9](=[O:10])[CH:5]=2)=[CH:15][CH:14]=1. (6) Given the reactants [NH2:1][C:2]([C:4]1[C:9]([C:10]([O:12]CC)=[O:11])=[CH:8][C:7]([N:15]2[CH2:20][CH2:19][C@H:18]([NH:21][C:22]([C:24]3[NH:25][C:26]([CH3:31])=[C:27]([Cl:30])[C:28]=3[Cl:29])=[O:23])[C@H:17]([O:32][CH3:33])[CH2:16]2)=[N:6][CH:5]=1)=[O:3].Cl, predict the reaction product. The product is: [NH2:1][C:2]([C:4]1[C:9]([C:10]([OH:12])=[O:11])=[CH:8][C:7]([N:15]2[CH2:20][CH2:19][C@H:18]([NH:21][C:22]([C:24]3[NH:25][C:26]([CH3:31])=[C:27]([Cl:30])[C:28]=3[Cl:29])=[O:23])[C@H:17]([O:32][CH3:33])[CH2:16]2)=[N:6][CH:5]=1)=[O:3].